This data is from Full USPTO retrosynthesis dataset with 1.9M reactions from patents (1976-2016). The task is: Predict the reactants needed to synthesize the given product. (1) The reactants are: S(Cl)(Cl)=O.[OH:5][CH2:6][CH2:7][CH2:8][S:9][C:10]1[N:11]([CH3:15])[CH:12]=[CH:13][N:14]=1.[Cl:16][C:17]1[CH:36]=[CH:35][C:20]([NH:21][C:22]2[C:31]3[C:26](=[CH:27][C:28](O)=[C:29](OC)[CH:30]=3)[N:25]=[CH:24][N:23]=2)=[C:19]([F:37])[CH:18]=1.[C:38](=O)([O-])[O-:39].[K+].[K+]. Given the product [Cl:16][C:17]1[CH:36]=[CH:35][C:20]([NH:21][C:22]2[C:31]3[C:26](=[CH:27][C:28]([O:5][CH2:6][CH2:7][CH2:8][S:9][C:10]4[N:11]([CH3:15])[CH:12]=[CH:13][N:14]=4)=[CH:29][CH:30]=3)[N:25]=[C:24]([O:39][CH3:38])[N:23]=2)=[C:19]([F:37])[CH:18]=1, predict the reactants needed to synthesize it. (2) Given the product [C:1]([OH:9])(=[O:8])[C:2]1[CH:7]=[CH:6][CH:5]=[CH:4][CH:3]=1.[NH2:10][CH:11]1[CH2:16][CH2:15][CH2:14][N:13]([C:17]2[N:22]([CH2:23][C:24]3[CH:31]=[CH:30][CH:29]=[CH:28][C:25]=3[C:26]#[N:27])[C:21](=[O:32])[N:20]([CH3:33])[C:19](=[O:34])[CH:18]=2)[CH2:12]1, predict the reactants needed to synthesize it. The reactants are: [C:1]([OH:9])(=[O:8])[C:2]1[CH:7]=[CH:6][CH:5]=[CH:4][CH:3]=1.[NH2:10][C@@H:11]1[CH2:16][CH2:15][CH2:14][N:13]([C:17]2[N:22]([CH2:23][C:24]3[CH:31]=[CH:30][CH:29]=[CH:28][C:25]=3[C:26]#[N:27])[C:21](=[O:32])[N:20]([CH3:33])[C:19](=[O:34])[CH:18]=2)[CH2:12]1. (3) Given the product [Br:1][C:2]1[S:6][C:5]2=[CH:7][N:8]=[CH:9][N:4]2[CH:3]=1, predict the reactants needed to synthesize it. The reactants are: [Br:1][C:2]1[S:6][C:5]([CH2:7][NH:8][CH:9]=O)=[N:4][CH:3]=1.P(Cl)(Cl)(Cl)=O.Cl. (4) Given the product [C:5]([C:4]1[CH:7]=[CH:8][C:9]([CH2:11][CH2:12][N:17]2[CH2:16][CH2:15][N:14]([C:20]([O:22][C:23]([CH3:26])([CH3:25])[CH3:24])=[O:21])[CH2:19][CH2:18]2)=[CH:10][C:3]=1[O:2][CH3:1])#[N:6], predict the reactants needed to synthesize it. The reactants are: [CH3:1][O:2][C:3]1[CH:10]=[C:9]([CH2:11][CH:12]=O)[CH:8]=[CH:7][C:4]=1[C:5]#[N:6].[N:14]1([C:20]([O:22][C:23]([CH3:26])([CH3:25])[CH3:24])=[O:21])[CH2:19][CH2:18][NH:17][CH2:16][CH2:15]1.C([BH3-])#N.[Na+].CC(O)=O. (5) Given the product [CH2:1]([C:5]1([CH2:30][CH2:31][CH2:32][CH3:33])[C:14]2[C:9](=[CH:10][CH:11]=[CH:12][CH:13]=2)[C:8]([OH:15])=[C:7]([C:16]2[NH:21][C:20]3[CH:22]=[CH:23][C:24]([O:26][CH2:35][C:36]([NH2:38])=[O:37])=[CH:25][C:19]=3[S:18](=[O:28])(=[O:27])[N:17]=2)[C:6]1=[O:29])[CH2:2][CH2:3][CH3:4], predict the reactants needed to synthesize it. The reactants are: [CH2:1]([C:5]1([CH2:30][CH2:31][CH2:32][CH3:33])[C:14]2[C:9](=[CH:10][CH:11]=[CH:12][CH:13]=2)[C:8]([OH:15])=[C:7]([C:16]2[NH:21][C:20]3[CH:22]=[CH:23][C:24]([OH:26])=[CH:25][C:19]=3[S:18](=[O:28])(=[O:27])[N:17]=2)[C:6]1=[O:29])[CH2:2][CH2:3][CH3:4].Br[CH2:35][C:36]([NH2:38])=[O:37].C(=O)([O-])[O-].[Cs+].[Cs+].[Cl-].[NH4+]. (6) Given the product [Cl:24][C:17]1[C:18]([C:20]([F:23])([F:22])[F:21])=[CH:19][C:14]2[N:13]=[C:12]([CH2:25][CH3:26])[N:11]([C:8]3[CH:7]=[CH:6][C:5]([CH2:4][CH2:3][O:2][C:1](=[O:27])[NH:48][S:45]([C:40]4[CH:41]=[CH:42][CH:43]=[C:44]5[C:39]=4[CH:38]=[CH:37][N:36]=[CH:35]5)(=[O:47])=[O:46])=[CH:10][CH:9]=3)[C:15]=2[CH:16]=1, predict the reactants needed to synthesize it. The reactants are: [C:1](=O)([O:27]C1C=CC=CC=1)[O:2][CH2:3][CH2:4][C:5]1[CH:10]=[CH:9][C:8]([N:11]2[C:15]3[CH:16]=[C:17]([Cl:24])[C:18]([C:20]([F:23])([F:22])[F:21])=[CH:19][C:14]=3[N:13]=[C:12]2[CH2:25][CH3:26])=[CH:7][CH:6]=1.[CH:35]1[C:44]2[C:39](=[C:40]([S:45]([NH2:48])(=[O:47])=[O:46])[CH:41]=[CH:42][CH:43]=2)[CH:38]=[CH:37][N:36]=1.